Dataset: Forward reaction prediction with 1.9M reactions from USPTO patents (1976-2016). Task: Predict the product of the given reaction. (1) Given the reactants [Br:1][C:2]1[CH:7]=[CH:6][C:5]([C:8](=[N:22][O:23][CH2:24][CH3:25])[CH:9]2[CH2:14][CH2:13][N:12]([C:15]3([CH3:21])[CH2:20][CH2:19][NH:18][CH2:17][CH2:16]3)[CH2:11][CH2:10]2)=[CH:4][CH:3]=1.[F:26][C:27]([F:42])([F:41])[C:28]1[CH:37]=[C:36]2[C:31]([C:32]([C:38](O)=[O:39])=[CH:33][CH:34]=[N:35]2)=[CH:30][CH:29]=1.CCN(CC)CC.CN(C(ON1N=NC2C=CC=NC1=2)=[N+](C)C)C.F[P-](F)(F)(F)(F)F, predict the reaction product. The product is: [Br:1][C:2]1[CH:7]=[CH:6][C:5]([C:8](=[N:22][O:23][CH2:24][CH3:25])[CH:9]2[CH2:10][CH2:11][N:12]([C:15]3([CH3:21])[CH2:20][CH2:19][N:18]([C:38]([C:32]4[C:31]5[C:36](=[CH:37][C:28]([C:27]([F:42])([F:26])[F:41])=[CH:29][CH:30]=5)[N:35]=[CH:34][CH:33]=4)=[O:39])[CH2:17][CH2:16]3)[CH2:13][CH2:14]2)=[CH:4][CH:3]=1. (2) Given the reactants ClC1N=C(NCC#C)N=C(NCC#C)N=1.Cl.CONC.[CH3:21][O:22][N:23]([CH3:38])[C:24]1[N:29]=[C:28]([NH:30][CH2:31][CH2:32][CH3:33])[N:27]=[C:26]([NH:34][CH2:35][C:36]#[CH:37])[N:25]=1, predict the reaction product. The product is: [CH2:31]([NH:30][C:28]1[N:27]=[C:26]([NH:34][CH2:35][C:36]#[CH:37])[N:25]=[C:24]([N:23]([CH3:38])[O:22][CH3:21])[N:29]=1)[C:32]#[CH:33]. (3) Given the reactants [I:1][C:2]1[CH:3]=[C:4]2[C:9](=[CH:10][CH:11]=1)[O:8][C@@H:7]([C:12]([OH:14])=O)[CH2:6][CH2:5]2.C([O-])(=O)C.[NH4+:19], predict the reaction product. The product is: [I:1][C:2]1[CH:3]=[C:4]2[C:9](=[CH:10][CH:11]=1)[O:8][C@@H:7]([C:12]([NH2:19])=[O:14])[CH2:6][CH2:5]2. (4) Given the reactants [Cl:1][C:2]1[CH:18]=[CH:17][C:5]([C:6]([C:8]2[CH2:13][CH2:12][CH2:11][CH2:10][C:9]=2[C:14]([OH:16])=O)=[O:7])=[CH:4][CH:3]=1.Cl.[N+:20]([C:23]1[CH:30]=[CH:29][C:26]([CH2:27][NH2:28])=[CH:25][CH:24]=1)([O-:22])=[O:21], predict the reaction product. The product is: [Cl:1][C:2]1[CH:3]=[CH:4][C:5]([C:6]2([OH:7])[C:8]3[CH2:13][CH2:12][CH2:11][CH2:10][C:9]=3[C:14](=[O:16])[N:28]2[CH2:27][C:26]2[CH:25]=[CH:24][C:23]([N+:20]([O-:22])=[O:21])=[CH:30][CH:29]=2)=[CH:17][CH:18]=1.